This data is from Catalyst prediction with 721,799 reactions and 888 catalyst types from USPTO. The task is: Predict which catalyst facilitates the given reaction. (1) Reactant: [C:1]1([C:19]2[CH:24]=[CH:23][CH:22]=[CH:21][CH:20]=2)[CH:6]=[CH:5][C:4]([CH2:7][NH:8][C:9]([C:11]2[S:12][C:13]([N+:16]([O-])=O)=[CH:14][CH:15]=2)=[O:10])=[CH:3][CH:2]=1.ClCCl.[H][H]. Product: [C:1]1([C:19]2[CH:24]=[CH:23][CH:22]=[CH:21][CH:20]=2)[CH:2]=[CH:3][C:4]([CH2:7][NH:8][C:9]([C:11]2[S:12][C:13]([NH2:16])=[CH:14][CH:15]=2)=[O:10])=[CH:5][CH:6]=1. The catalyst class is: 94. (2) Reactant: [CH2:1]([C:3]1[CH:8]=[CH:7][C:6]([C:9]([C:11]2[CH:12]=[N:13][C:14](Cl)=[CH:15][CH:16]=2)=[O:10])=[CH:5][CH:4]=1)[CH3:2].[CH2:18]([OH:25])[C:19]1[CH:24]=[CH:23][CH:22]=[CH:21][CH:20]=1.[H-].[Na+].O. Product: [CH2:1]([C:3]1[CH:8]=[CH:7][C:6]([C:9]([C:11]2[CH:12]=[N:13][C:14]([O:25][CH2:18][C:19]3[CH:24]=[CH:23][CH:22]=[CH:21][CH:20]=3)=[CH:15][CH:16]=2)=[O:10])=[CH:5][CH:4]=1)[CH3:2]. The catalyst class is: 60. (3) Reactant: C(N(CC)CC)C.[CH3:8][S:9](Cl)(=[O:11])=[O:10].[NH2:13][C:14]1[N:19]=[C:18]([C:20]2[CH:27]=[CH:26][C:23]([C:24]#[N:25])=[C:22]([F:28])[CH:21]=2)[CH:17]=[C:16]([N:29]2[C@H:34]([CH3:35])[CH2:33][O:32][C@H:31]([CH2:36][NH2:37])[CH2:30]2)[N:15]=1. Product: [NH2:13][C:14]1[N:15]=[C:16]([N:29]2[C@H:34]([CH3:35])[CH2:33][O:32][C@H:31]([CH2:36][NH:37][S:9]([CH3:8])(=[O:11])=[O:10])[CH2:30]2)[CH:17]=[C:18]([C:20]2[CH:27]=[CH:26][C:23]([C:24]#[N:25])=[C:22]([F:28])[CH:21]=2)[N:19]=1. The catalyst class is: 1.